Dataset: NCI-60 drug combinations with 297,098 pairs across 59 cell lines. Task: Regression. Given two drug SMILES strings and cell line genomic features, predict the synergy score measuring deviation from expected non-interaction effect. Drug 1: C1C(C(OC1N2C=C(C(=O)NC2=O)F)CO)O. Drug 2: C1=NC2=C(N=C(N=C2N1C3C(C(C(O3)CO)O)O)F)N. Synergy scores: CSS=29.2, Synergy_ZIP=-0.823, Synergy_Bliss=-2.03, Synergy_Loewe=-15.7, Synergy_HSA=-1.98. Cell line: HOP-62.